From a dataset of Forward reaction prediction with 1.9M reactions from USPTO patents (1976-2016). Predict the product of the given reaction. (1) Given the reactants Cl.[NH2:2][OH:3].C(N(CC)CC)C.[Cl:11][C:12]1[CH:13]=[C:14]([CH:20]=[CH:21][C:22]=1[C:23]#[N:24])[C:15]([O:17][CH2:18][CH3:19])=[O:16], predict the reaction product. The product is: [Cl:11][C:12]1[CH:13]=[C:14]([CH:20]=[CH:21][C:22]=1[C:23](=[N:2][OH:3])[NH2:24])[C:15]([O:17][CH2:18][CH3:19])=[O:16]. (2) Given the reactants [CH2:1]([O:3][C:4](=[O:10])[CH2:5][C:6]([F:9])([F:8])F)[CH3:2].C(N(CC)CC)C.[O-]S(C(F)(F)F)(=O)=O.[CH2:26]([N:33]([CH2:39]OC)[CH2:34][Si](C)(C)C)[C:27]1[CH:32]=[CH:31][CH:30]=[CH:29][CH:28]=1.C(O)(C(F)(F)F)=O, predict the reaction product. The product is: [CH2:26]([N:33]1[CH2:39][C:6]([F:8])([F:9])[CH:5]([C:4]([O:3][CH2:1][CH3:2])=[O:10])[CH2:34]1)[C:27]1[CH:32]=[CH:31][CH:30]=[CH:29][CH:28]=1. (3) Given the reactants [CH3:1][N:2]1[CH:6]([C:7]([O:9][C:10]([CH3:13])([CH3:12])[CH3:11])=[O:8])[CH2:5][NH:4][C:3]1=[O:14].Br[C:16]1[N:17]([CH3:21])[CH:18]=[CH:19][N:20]=1.P([O-])([O-])([O-])=O.[K+].[K+].[K+].CN(C)[C@@H]1CCCC[C@H]1N, predict the reaction product. The product is: [CH3:1][N:2]1[CH:6]([C:7]([O:9][C:10]([CH3:11])([CH3:13])[CH3:12])=[O:8])[CH2:5][N:4]([C:16]2[N:17]([CH3:21])[CH:18]=[CH:19][N:20]=2)[C:3]1=[O:14]. (4) The product is: [CH:13]1([CH2:12][N:8]2[C:6]3[C:5](=[N:4][CH:3]=[C:2]([C:31]4[CH:32]=[CH:33][C:28]([C:27]([NH2:26])=[O:36])=[CH:29][CH:30]=4)[N:7]=3)[NH:10][C:9]2=[O:11])[CH2:18][CH2:17][CH2:16][CH2:15][CH2:14]1. Given the reactants Br[C:2]1[N:7]=[C:6]2[N:8]([CH2:12][CH:13]3[CH2:18][CH2:17][CH2:16][CH2:15][CH2:14]3)[C:9](=[O:11])[NH:10][C:5]2=[N:4][CH:3]=1.BrC1N=C([NH:26][CH2:27][CH:28]2[CH2:33][CH2:32][CH2:31][CH2:30][CH2:29]2)C(N)=NC=1.C(N1C=CN=C1)(N1C=CN=C1)=[O:36], predict the reaction product. (5) Given the reactants [CH2:1]([O:3][C:4]([NH:6][C:7]1[CH:8]=[C:9]([CH2:14][CH2:15][CH2:16][CH2:17][C:18]([OH:20])=O)[CH:10]=[CH:11][C:12]=1[F:13])=[O:5])[CH3:2], predict the reaction product. The product is: [CH2:1]([O:3][C:4](=[O:5])[NH:6][C:7]1[C:12]([F:13])=[CH:11][C:10]2[C:18](=[O:20])[CH2:17][CH2:16][CH2:15][CH2:14][C:9]=2[CH:8]=1)[CH3:2]. (6) Given the reactants C(O[C:6](=[O:23])[CH2:7][C:8](=O)[C:9]1[CH:14]=[CH:13][CH:12]=[C:11]([C:15]([O:20]C)(OC)[CH2:16][Br:17])[CH:10]=1)(C)(C)C.C(OC(=O)[NH:30][C:31]1[CH:36]=[C:35]([N:37]([CH3:39])[CH3:38])[C:34]([Cl:40])=[CH:33][C:32]=1[NH2:41])(C)(C)C, predict the reaction product. The product is: [Br:17][CH2:16][C:15]([C:11]1[CH:10]=[C:9]([C:8]2[CH2:7][C:6](=[O:23])[NH:41][C:32]3[CH:33]=[C:34]([Cl:40])[C:35]([N:37]([CH3:38])[CH3:39])=[CH:36][C:31]=3[N:30]=2)[CH:14]=[CH:13][CH:12]=1)=[O:20].